This data is from NCI-60 drug combinations with 297,098 pairs across 59 cell lines. The task is: Regression. Given two drug SMILES strings and cell line genomic features, predict the synergy score measuring deviation from expected non-interaction effect. Synergy scores: CSS=22.0, Synergy_ZIP=3.06, Synergy_Bliss=-0.514, Synergy_Loewe=-22.5, Synergy_HSA=1.23. Drug 2: CC1=CC2C(CCC3(C2CCC3(C(=O)C)OC(=O)C)C)C4(C1=CC(=O)CC4)C. Cell line: SN12C. Drug 1: CC12CCC3C(C1CCC2=O)CC(=C)C4=CC(=O)C=CC34C.